This data is from Peptide-MHC class II binding affinity with 134,281 pairs from IEDB. The task is: Regression. Given a peptide amino acid sequence and an MHC pseudo amino acid sequence, predict their binding affinity value. This is MHC class II binding data. The MHC is DRB1_1201 with pseudo-sequence DRB1_1201. The peptide sequence is GELQIVDKIKAAFKI. The binding affinity (normalized) is 0.527.